Dataset: Reaction yield outcomes from USPTO patents with 853,638 reactions. Task: Predict the reaction yield, written as a fraction of the theoretical maximum amount of product (1.0 means a 100% yield; for example, 0.34 means a 34% yield). The reactants are [CH3:1][O:2][C:3]1[CH:8]=[CH:7][C:6]([C:9]2[S:13][C:12]([C:14]([NH:16][C@@H:17]([C:21]([O:23]C)=[O:22])[CH:18]([CH3:20])[CH3:19])=[O:15])=[C:11]([NH:25][C:26]([NH:28][C:29]3[C:34]([CH3:35])=[CH:33][C:32]([CH3:36])=[CH:31][C:30]=3[CH3:37])=[O:27])[CH:10]=2)=[CH:5][CH:4]=1.[OH-].[Li+]. The catalyst is C1COCC1. The product is [CH3:1][O:2][C:3]1[CH:4]=[CH:5][C:6]([C:9]2[S:13][C:12]([C:14]([NH:16][C@@H:17]([C:21]([OH:23])=[O:22])[CH:18]([CH3:20])[CH3:19])=[O:15])=[C:11]([NH:25][C:26]([NH:28][C:29]3[C:34]([CH3:35])=[CH:33][C:32]([CH3:36])=[CH:31][C:30]=3[CH3:37])=[O:27])[CH:10]=2)=[CH:7][CH:8]=1. The yield is 0.780.